From a dataset of NCI-60 drug combinations with 297,098 pairs across 59 cell lines. Regression. Given two drug SMILES strings and cell line genomic features, predict the synergy score measuring deviation from expected non-interaction effect. Drug 1: CS(=O)(=O)C1=CC(=C(C=C1)C(=O)NC2=CC(=C(C=C2)Cl)C3=CC=CC=N3)Cl. Drug 2: C1C(C(OC1N2C=NC(=NC2=O)N)CO)O. Cell line: COLO 205. Synergy scores: CSS=3.20, Synergy_ZIP=-3.09, Synergy_Bliss=-8.68, Synergy_Loewe=-24.9, Synergy_HSA=-14.4.